From a dataset of TCR-epitope binding with 47,182 pairs between 192 epitopes and 23,139 TCRs. Binary Classification. Given a T-cell receptor sequence (or CDR3 region) and an epitope sequence, predict whether binding occurs between them. (1) The epitope is ISDYDYYRY. The TCR CDR3 sequence is CTRAYNQPQHF. Result: 0 (the TCR does not bind to the epitope). (2) The epitope is KMQRMLLEK. The TCR CDR3 sequence is CASSLDPPDGTGELFF. Result: 0 (the TCR does not bind to the epitope). (3) Result: 1 (the TCR binds to the epitope). The epitope is ELAGIGILTV. The TCR CDR3 sequence is CASSEDPGASTDTQYF. (4) The epitope is SEISMDNSPNL. The TCR CDR3 sequence is CASSLAVGVGVGDTQYF. Result: 0 (the TCR does not bind to the epitope). (5) The epitope is YFPLQSYGF. The TCR CDR3 sequence is CASSEARGLVYEQYF. Result: 1 (the TCR binds to the epitope).